From a dataset of Peptide-MHC class I binding affinity with 185,985 pairs from IEDB/IMGT. Regression. Given a peptide amino acid sequence and an MHC pseudo amino acid sequence, predict their binding affinity value. This is MHC class I binding data. (1) The peptide sequence is GTEKLTITY. The MHC is HLA-B15:17 with pseudo-sequence HLA-B15:17. The binding affinity (normalized) is 0.822. (2) The MHC is HLA-A03:01 with pseudo-sequence HLA-A03:01. The binding affinity (normalized) is 0.0614. The peptide sequence is YANLDDVYSY. (3) The peptide sequence is QYSPHSFMA. The MHC is HLA-A02:01 with pseudo-sequence HLA-A02:01. The binding affinity (normalized) is 0.0847. (4) The peptide sequence is SIFLHLVKI. The MHC is HLA-A24:02 with pseudo-sequence HLA-A24:02. The binding affinity (normalized) is 0.0554.